This data is from NCI-60 drug combinations with 297,098 pairs across 59 cell lines. The task is: Regression. Given two drug SMILES strings and cell line genomic features, predict the synergy score measuring deviation from expected non-interaction effect. (1) Drug 1: C1CCC(CC1)NC(=O)N(CCCl)N=O. Drug 2: C1=C(C(=O)NC(=O)N1)F. Cell line: HCC-2998. Synergy scores: CSS=19.2, Synergy_ZIP=-10.5, Synergy_Bliss=-19.1, Synergy_Loewe=-19.5, Synergy_HSA=-17.8. (2) Drug 1: CC1=C(C=C(C=C1)NC2=NC=CC(=N2)N(C)C3=CC4=NN(C(=C4C=C3)C)C)S(=O)(=O)N.Cl. Drug 2: C1CCN(CC1)CCOC2=CC=C(C=C2)C(=O)C3=C(SC4=C3C=CC(=C4)O)C5=CC=C(C=C5)O. Cell line: LOX IMVI. Synergy scores: CSS=1.39, Synergy_ZIP=-2.36, Synergy_Bliss=-4.11, Synergy_Loewe=-1.03, Synergy_HSA=-1.78. (3) Drug 1: CCC1=C2CN3C(=CC4=C(C3=O)COC(=O)C4(CC)O)C2=NC5=C1C=C(C=C5)O. Drug 2: C1=CC=C(C(=C1)C(C2=CC=C(C=C2)Cl)C(Cl)Cl)Cl. Cell line: MDA-MB-231. Synergy scores: CSS=18.1, Synergy_ZIP=-4.53, Synergy_Bliss=-2.33, Synergy_Loewe=-59.2, Synergy_HSA=-1.81. (4) Synergy scores: CSS=-0.649, Synergy_ZIP=1.22, Synergy_Bliss=0.455, Synergy_Loewe=-2.20, Synergy_HSA=-2.46. Drug 1: CN1C2=C(C=C(C=C2)N(CCCl)CCCl)N=C1CCCC(=O)O.Cl. Cell line: NCI-H226. Drug 2: C#CCC(CC1=CN=C2C(=N1)C(=NC(=N2)N)N)C3=CC=C(C=C3)C(=O)NC(CCC(=O)O)C(=O)O. (5) Drug 1: CCC1(CC2CC(C3=C(CCN(C2)C1)C4=CC=CC=C4N3)(C5=C(C=C6C(=C5)C78CCN9C7C(C=CC9)(C(C(C8N6C)(C(=O)OC)O)OC(=O)C)CC)OC)C(=O)OC)O.OS(=O)(=O)O. Drug 2: C1CNP(=O)(OC1)N(CCCl)CCCl. Cell line: SK-OV-3. Synergy scores: CSS=2.28, Synergy_ZIP=-0.385, Synergy_Bliss=-0.446, Synergy_Loewe=-4.17, Synergy_HSA=-1.53. (6) Drug 1: C(=O)(N)NO. Drug 2: CN(CCCl)CCCl.Cl. Cell line: NCI/ADR-RES. Synergy scores: CSS=1.30, Synergy_ZIP=-1.52, Synergy_Bliss=-1.27, Synergy_Loewe=-12.0, Synergy_HSA=-4.23. (7) Drug 1: CN(CC1=CN=C2C(=N1)C(=NC(=N2)N)N)C3=CC=C(C=C3)C(=O)NC(CCC(=O)O)C(=O)O. Drug 2: CC1C(C(CC(O1)OC2CC(CC3=C2C(=C4C(=C3O)C(=O)C5=CC=CC=C5C4=O)O)(C(=O)C)O)N)O. Cell line: KM12. Synergy scores: CSS=38.2, Synergy_ZIP=-10.7, Synergy_Bliss=-15.8, Synergy_Loewe=-12.1, Synergy_HSA=-8.66. (8) Drug 1: C1=NC(=NC(=O)N1C2C(C(C(O2)CO)O)O)N. Drug 2: CCCCC(=O)OCC(=O)C1(CC(C2=C(C1)C(=C3C(=C2O)C(=O)C4=C(C3=O)C=CC=C4OC)O)OC5CC(C(C(O5)C)O)NC(=O)C(F)(F)F)O. Cell line: HOP-62. Synergy scores: CSS=26.4, Synergy_ZIP=7.08, Synergy_Bliss=13.1, Synergy_Loewe=-5.03, Synergy_HSA=6.33. (9) Drug 1: COC1=C(C=C2C(=C1)N=CN=C2NC3=CC(=C(C=C3)F)Cl)OCCCN4CCOCC4. Drug 2: CC=C1C(=O)NC(C(=O)OC2CC(=O)NC(C(=O)NC(CSSCCC=C2)C(=O)N1)C(C)C)C(C)C. Cell line: SK-MEL-2. Synergy scores: CSS=70.3, Synergy_ZIP=-1.93, Synergy_Bliss=-4.14, Synergy_Loewe=-3.73, Synergy_HSA=-0.894. (10) Drug 1: CC1=C(C=C(C=C1)NC2=NC=CC(=N2)N(C)C3=CC4=NN(C(=C4C=C3)C)C)S(=O)(=O)N.Cl. Drug 2: C(CC(=O)O)C(=O)CN.Cl. Cell line: SNB-19. Synergy scores: CSS=10.3, Synergy_ZIP=-0.269, Synergy_Bliss=2.01, Synergy_Loewe=0.520, Synergy_HSA=0.413.